This data is from NCI-60 drug combinations with 297,098 pairs across 59 cell lines. The task is: Regression. Given two drug SMILES strings and cell line genomic features, predict the synergy score measuring deviation from expected non-interaction effect. Drug 1: CC1C(C(CC(O1)OC2CC(OC(C2O)C)OC3=CC4=CC5=C(C(=O)C(C(C5)C(C(=O)C(C(C)O)O)OC)OC6CC(C(C(O6)C)O)OC7CC(C(C(O7)C)O)OC8CC(C(C(O8)C)O)(C)O)C(=C4C(=C3C)O)O)O)O. Drug 2: C(CCl)NC(=O)N(CCCl)N=O. Cell line: OVCAR-5. Synergy scores: CSS=20.1, Synergy_ZIP=-2.29, Synergy_Bliss=-3.09, Synergy_Loewe=-44.0, Synergy_HSA=-3.88.